Predict the product of the given reaction. From a dataset of Forward reaction prediction with 1.9M reactions from USPTO patents (1976-2016). (1) Given the reactants [CH2:1]([O:3][C:4](=[O:13])[C:5]1[CH:10]=[C:9]([CH3:11])[CH:8]=[CH:7][C:6]=1[OH:12])[CH3:2].Br[CH2:15][CH2:16][Cl:17].C(=O)([O-])[O-].[K+].[K+], predict the reaction product. The product is: [CH2:1]([O:3][C:4](=[O:13])[C:5]1[CH:10]=[C:9]([CH3:11])[CH:8]=[CH:7][C:6]=1[O:12][CH2:15][CH2:16][Cl:17])[CH3:2]. (2) Given the reactants Br[C:2]1[C:7]([Cl:8])=[CH:6][CH:5]=[CH:4][N:3]=1.CC1(C)CC(C)OB([C:17]([C:19]([F:22])([F:21])[F:20])=[CH2:18])O1.C(=O)([O-])[O-].[K+].[K+], predict the reaction product. The product is: [Cl:8][C:7]1[C:2]([C:17]([C:19]([F:22])([F:21])[F:20])=[CH2:18])=[N:3][CH:4]=[CH:5][CH:6]=1.